This data is from Catalyst prediction with 721,799 reactions and 888 catalyst types from USPTO. The task is: Predict which catalyst facilitates the given reaction. (1) Reactant: [C:1](Cl)(=[O:9])[O:2][C:3]1[CH:8]=[CH:7][CH:6]=[CH:5][CH:4]=1.[N:11]1[CH:12]=[C:13]([S:20][C:21]2[CH:30]=[CH:29][C:24]3[N:25]=[C:26]([NH2:28])[S:27][C:23]=3[CH:22]=2)[N:14]2[CH:19]=[CH:18][CH:17]=[N:16][C:15]=12.O. Product: [N:11]1[CH:12]=[C:13]([S:20][C:21]2[CH:30]=[CH:29][C:24]3[N:25]=[C:26]([NH:28][C:1](=[O:9])[O:2][C:3]4[CH:8]=[CH:7][CH:6]=[CH:5][CH:4]=4)[S:27][C:23]=3[CH:22]=2)[N:14]2[CH:19]=[CH:18][CH:17]=[N:16][C:15]=12. The catalyst class is: 17. (2) Reactant: Cl[C:2]([O:4][CH2:5][CH2:6][CH2:7][Cl:8])=[O:3].[Cl:9][C:10]1[CH:11]=[C:12]([CH:17]2[CH2:21][NH:20][CH2:19][CH:18]2[N:22]([CH2:24][C:25]2[CH:30]=[CH:29][C:28]([C:31]([F:34])([F:33])[F:32])=[C:27]([F:35])[CH:26]=2)[CH3:23])[CH:13]=[CH:14][C:15]=1[Cl:16].C(N(CC)CC)C. Product: [Cl:8][CH2:7][CH2:6][CH2:5][O:4][C:2]([N:20]1[CH2:19][CH:18]([N:22]([CH2:24][C:25]2[CH:30]=[CH:29][C:28]([C:31]([F:34])([F:32])[F:33])=[C:27]([F:35])[CH:26]=2)[CH3:23])[CH:17]([C:12]2[CH:13]=[CH:14][C:15]([Cl:16])=[C:10]([Cl:9])[CH:11]=2)[CH2:21]1)=[O:3]. The catalyst class is: 1. (3) Reactant: N(C(OC(C)C)=O)=NC(OC(C)C)=O.[OH:15][CH2:16][CH2:17][CH2:18][NH:19][C:20](=[O:26])[O:21][C:22]([CH3:25])([CH3:24])[CH3:23].[Br:27][C:28]1[N:29]=[CH:30][C:31]([NH:34][C:35]2[CH:39]=[C:38]([C:40]3[C:45]([O:46][CH3:47])=[CH:44][CH:43]=[CH:42][C:41]=3O)[NH:37][N:36]=2)=[N:32][CH:33]=1. Product: [Br:27][C:28]1[N:29]=[CH:30][C:31]([NH:34][C:35]2[CH:39]=[C:38]([C:40]3[C:45]([O:46][CH3:47])=[CH:44][CH:43]=[CH:42][C:41]=3[O:15][CH2:16][CH2:17][CH2:18][NH:19][C:20](=[O:26])[O:21][C:22]([CH3:23])([CH3:25])[CH3:24])[NH:37][N:36]=2)=[N:32][CH:33]=1. The catalyst class is: 1. (4) Reactant: [H-].[Na+].[CH3:3][O:4][CH2:5][C:6]1([OH:16])[CH2:15][CH2:14][C:9]2([O:13][CH2:12][CH2:11][O:10]2)[CH2:8][CH2:7]1.I[CH3:18].O. Product: [CH3:18][O:16][C:6]1([CH2:5][O:4][CH3:3])[CH2:15][CH2:14][C:9]2([O:10][CH2:11][CH2:12][O:13]2)[CH2:8][CH2:7]1. The catalyst class is: 7. (5) Reactant: Br[C:2]1[CH:7]=[CH:6][CH:5]=[CH:4][C:3]=1[C:8]1[CH:13]=[CH:12][CH:11]=[CH:10][C:9]=1[Br:14].[C:15]1(B(O)O)[CH:20]=[CH:19][CH:18]=[CH:17][CH:16]=1.C(=O)([O-])[O-].[Na+].[Na+]. Product: [C:15]1([C:2]2[CH:7]=[CH:6][CH:5]=[CH:4][C:3]=2[C:8]2[CH:13]=[CH:12][CH:11]=[CH:10][C:9]=2[Br:14])[CH:20]=[CH:19][CH:18]=[CH:17][CH:16]=1. The catalyst class is: 206. (6) Reactant: Br[C:2]1[C:10]2[O:9][CH:8]=[CH:7][C:6]=2[CH:5]=[C:4]([F:11])[CH:3]=1.[OH:12][C:13]1[CH:18]=[CH:17][C:16](B(O)O)=[CH:15][CH:14]=1.C(=O)([O-])[O-].[Na+].[Na+].O1CCOCC1. Product: [F:11][C:4]1[CH:3]=[C:2]([C:16]2[CH:17]=[CH:18][C:13]([OH:12])=[CH:14][CH:15]=2)[C:10]2[O:9][CH:8]=[CH:7][C:6]=2[CH:5]=1. The catalyst class is: 263. (7) Reactant: Cl[C:2]1[N:9]=[CH:8][CH:7]=[CH:6][C:3]=1[CH:4]=O.[CH3:10][O:11][C:12](=[O:15])[CH2:13][SH:14].C([O-])([O-])=O.[K+].[K+]. Product: [S:14]1[C:2]2=[N:9][CH:8]=[CH:7][CH:6]=[C:3]2[CH:4]=[C:13]1[C:12]([O:11][CH3:10])=[O:15]. The catalyst class is: 18.